This data is from Catalyst prediction with 721,799 reactions and 888 catalyst types from USPTO. The task is: Predict which catalyst facilitates the given reaction. Reactant: [CH2:1]1[C:9]2[C:4](=[C:5]([CH2:10][CH2:11][C:12]3[CH:21]=[CH:20][C:15]([C:16]([O:18][CH3:19])=[O:17])=[CH:14][CH:13]=3)[CH:6]=[CH:7][CH:8]=2)[CH2:3][NH:2]1.Br[C:23]1[CH:28]=[C:27]([O:29][CH3:30])[CH:26]=[C:25]([O:31][CH3:32])[CH:24]=1.CC(P(C(C)(C)C)C1C(C2C=CC=CC=2)=CC=CC=1)(C)C.C(O[Na])(C)(C)C. Product: [CH3:30][O:29][C:27]1[CH:28]=[C:23]([N:2]2[CH2:3][C:4]3[C:9](=[CH:8][CH:7]=[CH:6][C:5]=3[CH2:10][CH2:11][C:12]3[CH:13]=[CH:14][C:15]([C:16]([O:18][CH3:19])=[O:17])=[CH:20][CH:21]=3)[CH2:1]2)[CH:24]=[C:25]([O:31][CH3:32])[CH:26]=1. The catalyst class is: 222.